This data is from Peptide-MHC class I binding affinity with 185,985 pairs from IEDB/IMGT. The task is: Regression. Given a peptide amino acid sequence and an MHC pseudo amino acid sequence, predict their binding affinity value. This is MHC class I binding data. (1) The peptide sequence is VPADHRLAF. The MHC is HLA-C04:01 with pseudo-sequence YSAGYREKYRQADVNKLYLRFNFYTWAERAYTWY. The binding affinity (normalized) is 0.213. (2) The peptide sequence is IAHVRDVVM. The MHC is HLA-A02:01 with pseudo-sequence HLA-A02:01. The binding affinity (normalized) is 0.0847. (3) The MHC is HLA-B08:01 with pseudo-sequence HLA-B08:01. The peptide sequence is RVEESRARL. The binding affinity (normalized) is 0.0847. (4) The peptide sequence is FPLWWVSSI. The MHC is HLA-C07:02 with pseudo-sequence HLA-C07:02. The binding affinity (normalized) is 0.285. (5) The peptide sequence is GGKKKYKL. The MHC is HLA-A02:03 with pseudo-sequence HLA-A02:03. The binding affinity (normalized) is 0. (6) The peptide sequence is SQMPPQKIM. The MHC is HLA-B15:01 with pseudo-sequence HLA-B15:01. The binding affinity (normalized) is 0.554.